From a dataset of hERG Central: cardiac toxicity at 1µM, 10µM, and general inhibition. Predict hERG channel inhibition at various concentrations. (1) The molecule is O=[N+]([O-])c1ccccc1-c1cc(-c2ccccc2)cc(-c2ccccc2)[n+]1Cc1ccccc1Cl.[O-][Cl+3]([O-])([O-])[O-]. Results: hERG_inhib (hERG inhibition (general)): blocker. (2) The molecule is Cc1[nH]c2ccccc2c1CN1CCN(c2ccccn2)CC1. Results: hERG_inhib (hERG inhibition (general)): blocker. (3) The molecule is CN(C)CCn1c(=N)n(CC(O)c2ccc(Cl)c(Cl)c2)c2ccccc21.Cl. Results: hERG_inhib (hERG inhibition (general)): blocker. (4) The compound is CC(CNCc1ccc2c(c1)OCO2)NCc1ccc2c(c1)OCO2. Results: hERG_inhib (hERG inhibition (general)): blocker. (5) The molecule is O=C(NC1CCCCC1)C(c1cccs1)N(CCCN1CCOCC1)C(=O)c1ccc(-c2ccccc2)[nH]1. Results: hERG_inhib (hERG inhibition (general)): blocker.